Binary Classification. Given a miRNA mature sequence and a target amino acid sequence, predict their likelihood of interaction. From a dataset of Experimentally validated miRNA-target interactions with 360,000+ pairs, plus equal number of negative samples. The miRNA is hsa-miR-7157-3p with sequence UCUGUGCUACUGGAUGAAGAGU. The protein sequence of the target gene is MEHSGTSEVTGADTAGPDPQLAVTMGFTGFGKKARTFDLEAMFEQTRRTAVERSRKTLEAREKEEEMNREKELRKQIEDMEPAPSSSSAARERSQSSCRDTSSSDSESDDSSDSSDDELIGPPLPPKMVGESVTTVDEGTLGPLPPPLCEEGEDDDDDELDDEGEEDNPVQRIPDSHEITLRHGTKTVSALGLDPSGARLVTGGYDYDVKFWDFAGMDASFKAFRSLQPCECHQIKSLQYSNTGDMILVVSGSSQAKVIDRDGFEVMECIKGDQYIVDMANTKGHTAMLHTDSWHPKIKG.... Result: 0 (no interaction).